This data is from Full USPTO retrosynthesis dataset with 1.9M reactions from patents (1976-2016). The task is: Predict the reactants needed to synthesize the given product. (1) The reactants are: [NH2:1][C:2]1[C:3]2[N:14]([CH2:15][O:16][CH2:17][C:18]3[CH:23]=[CH:22][CH:21]=[CH:20][CH:19]=3)[CH:13]=[C:12]([CH2:24][CH2:25][CH2:26][CH2:27][OH:28])[C:4]=2[N:5]=[C:6]([CH2:8][CH2:9][CH2:10][CH3:11])[N:7]=1.C[N+]1([O-])CCOCC1.C(#N)C. Given the product [NH2:1][C:2]1[C:3]2[N:14]([CH2:15][O:16][CH2:17][C:18]3[CH:19]=[CH:20][CH:21]=[CH:22][CH:23]=3)[CH:13]=[C:12]([CH2:24][CH2:25][CH2:26][CH:27]=[O:28])[C:4]=2[N:5]=[C:6]([CH2:8][CH2:9][CH2:10][CH3:11])[N:7]=1, predict the reactants needed to synthesize it. (2) Given the product [CH3:1][O:2][CH2:3][C@H:4]1[C@@H:6](/[CH:7]=[CH:8]/[C:9](/[CH3:14])=[CH:10]/[C:11]([OH:13])=[O:12])[C@:5]1([CH3:27])[C:15]1[CH:16]=[C:17]([CH:24]([CH3:25])[CH3:26])[CH:18]=[C:19]([CH:21]([CH3:23])[CH3:22])[CH:20]=1, predict the reactants needed to synthesize it. The reactants are: [CH3:1][O:2][CH2:3][C@@H:4]1[C@H:6](/[CH:7]=[CH:8]/[C:9](/[CH3:14])=[CH:10]/[C:11]([OH:13])=[O:12])[C@@:5]1([CH3:27])[C:15]1[CH:20]=[C:19]([CH:21]([CH3:23])[CH3:22])[CH:18]=[C:17]([CH:24]([CH3:26])[CH3:25])[CH:16]=1.COC[C@H]1[C@@H](/C=C/C(/C)=C/C(OCC)=O)[C@]1(C)C1C=C(C(C)C)C=C(C(C)C)C=1.